This data is from Tyrosyl-DNA phosphodiesterase HTS with 341,365 compounds. The task is: Binary Classification. Given a drug SMILES string, predict its activity (active/inactive) in a high-throughput screening assay against a specified biological target. (1) The drug is Brc1ccc(NCc2n3CCCCCc3nn2)cc1. The result is 0 (inactive). (2) The compound is S(=O)(=O)(N1CCN(CC1)c1ccccc1)c1cc2c(NC(=O)C2)cc1. The result is 0 (inactive). (3) The compound is Fc1ccc(C(=O)N2CCN(CC2)c2cc3n(c(=O)n(c3cc2[N+]([O-])=O)C)C)cc1. The result is 0 (inactive). (4) The compound is O(c1c(N2CCN(CC2)c2c([N+]([O-])=O)cc(cc2)c2onc(n2)c2ccc(OC)cc2)cccc1)C. The result is 0 (inactive).